This data is from Full USPTO retrosynthesis dataset with 1.9M reactions from patents (1976-2016). The task is: Predict the reactants needed to synthesize the given product. (1) Given the product [ClH:40].[F:1][C:2]1[C:3]([CH2:24][NH:25][CH3:26])=[CH:4][N:5]([S:14]([C:17]2[CH:22]=[CH:21][C:20]([F:23])=[CH:19][N:18]=2)(=[O:15])=[O:16])[C:6]=1[C:7]1[C:8]([F:13])=[N:9][CH:10]=[CH:11][CH:12]=1, predict the reactants needed to synthesize it. The reactants are: [F:1][C:2]1[C:3]([CH2:24][N:25](C)[C:26](=O)OC(C)(C)C)=[CH:4][N:5]([S:14]([C:17]2[CH:22]=[CH:21][C:20]([F:23])=[CH:19][N:18]=2)(=[O:16])=[O:15])[C:6]=1[C:7]1[C:8]([F:13])=[N:9][CH:10]=[CH:11][CH:12]=1.C(OCC)(=O)C.[ClH:40]. (2) Given the product [CH3:4][C:2]([Si:5]([CH3:27])([CH3:26])[O:6][C@H:7]1[C@@H:12]([N:13]2[CH2:17][CH2:16][CH2:15][C:14]2=[O:18])[CH2:11][CH2:10][NH:9][CH2:8]1)([CH3:1])[CH3:3], predict the reactants needed to synthesize it. The reactants are: [CH3:1][C:2]([Si:5]([CH3:27])([CH3:26])[O:6][C@H:7]1[C@@H:12]([N:13]2[CH2:17][CH2:16][CH2:15][C:14]2=[O:18])[CH2:11][CH2:10][N:9](CC2C=CC=CC=2)[CH2:8]1)([CH3:4])[CH3:3].